The task is: Predict the product of the given reaction.. This data is from Forward reaction prediction with 1.9M reactions from USPTO patents (1976-2016). (1) Given the reactants [C:1]([O:4][CH2:5][C:6]([NH:38][C:39](=[O:41])[CH3:40])([CH2:33][O:34][C:35](=[O:37])[CH3:36])[CH2:7][CH2:8][C:9]1[CH:14]=[CH:13][C:12]([C:15]2[C:24]3[C:19](=[C:20](OS(C(F)(F)F)(=O)=O)[CH:21]=[CH:22][CH:23]=3)[CH:18]=[CH:17][CH:16]=2)=[CH:11][CH:10]=1)(=[O:3])[CH3:2].[C:42]1([SH:48])[CH:47]=[CH:46][CH:45]=[CH:44][CH:43]=1.C1(P(C2C=CC=CC=2)C2C3OC4C(=CC=CC=4P(C4C=CC=CC=4)C4C=CC=CC=4)C(C)(C)C=3C=CC=2)C=CC=CC=1.C(N(C(C)C)CC)(C)C, predict the reaction product. The product is: [C:35]([O:34][CH2:33][C:6]([NH:38][C:39](=[O:41])[CH3:40])([CH2:5][O:4][C:1](=[O:3])[CH3:2])[CH2:7][CH2:8][C:9]1[CH:14]=[CH:13][C:12]([C:15]2[C:24]3[C:19](=[C:20]([S:48][C:42]4[CH:47]=[CH:46][CH:45]=[CH:44][CH:43]=4)[CH:21]=[CH:22][CH:23]=3)[CH:18]=[CH:17][CH:16]=2)=[CH:11][CH:10]=1)(=[O:37])[CH3:36]. (2) Given the reactants [NH:1]1[C:9]2[N:4]3[C:5](=[N:10][CH:11]=[C:3]3[C:2]1=[O:12])[CH:6]=[CH:7][CH:8]=2.[ClH:13], predict the reaction product. The product is: [ClH:13].[ClH:13].[NH2:1][CH2:9][CH2:8][CH2:7][CH2:6][N:1]1[C:9]2[N:4]3[C:5](=[N:10][CH:11]=[C:3]3[C:2]1=[O:12])[CH:6]=[CH:7][CH:8]=2. (3) Given the reactants Br[CH2:2][CH2:3][CH2:4][Cl:5].[Cl:6][C:7]1[CH:12]=[C:11]([C:13]([F:16])([F:15])[F:14])[CH:10]=[C:9]([Cl:17])[C:8]=1[N:18]1[C:22]([NH:23][CH3:24])=[C:21]([S:25][C:26]([F:29])([F:28])[F:27])[C:20]([C:30]#[N:31])=[N:19]1.[H-].[Na+].CCCCCCC.C(OCC)(=O)C, predict the reaction product. The product is: [Cl:5][CH2:4][CH2:3][CH2:2][N:23]([C:22]1[N:18]([C:8]2[C:9]([Cl:17])=[CH:10][C:11]([C:13]([F:14])([F:15])[F:16])=[CH:12][C:7]=2[Cl:6])[N:19]=[C:20]([C:30]#[N:31])[C:21]=1[S:25][C:26]([F:29])([F:28])[F:27])[CH3:24]. (4) Given the reactants C(OCC(Cl)(Cl)Cl)=O.ClC(Cl)(Cl)C[O:12][C:13](=O)[NH:14][C:15]1[CH:20]=[C:19]([N:21]2[CH2:25][CH:24]([C:26]3[CH:31]=[CH:30][CH:29]=[CH:28][CH:27]=3)[O:23][C:22]2=[O:32])[CH:18]=[CH:17][N:16]=1.ClC(Cl)(Cl)COC(N(C1C=C(N2CC(C3C=CC=CC=3)OC2=O)C=CN=1)C(OCC(Cl)(Cl)Cl)=O)=O.[N:71]1[CH:76]=[CH:75][CH:74]=[CH:73][C:72]=1[CH2:77][NH2:78].C(N(C(C)C)CC)(C)C, predict the reaction product. The product is: [O:32]=[C:22]1[N:21]([C:19]2[CH:18]=[CH:17][N:16]=[C:15]([NH:14][C:13]([NH:78][CH2:77][C:72]3[CH:73]=[CH:74][CH:75]=[CH:76][N:71]=3)=[O:12])[CH:20]=2)[CH2:25][CH:24]([C:26]2[CH:27]=[CH:28][CH:29]=[CH:30][CH:31]=2)[O:23]1. (5) Given the reactants [Cl:1][C:2]1[N:7]=[C:6](Cl)[C:5]([Cl:9])=[CH:4][N:3]=1.[C:10]1([C@@H:16]([CH2:18][OH:19])[NH2:17])[CH:15]=[CH:14][CH:13]=[CH:12][CH:11]=1.CCN(C(C)C)C(C)C.C(Cl)Cl.CO, predict the reaction product. The product is: [Cl:1][C:2]1[N:7]=[C:6]([NH:17][C@@H:16]([C:10]2[CH:15]=[CH:14][CH:13]=[CH:12][CH:11]=2)[CH2:18][OH:19])[C:5]([Cl:9])=[CH:4][N:3]=1. (6) Given the reactants [F:1][C:2]1[C:10]([NH:11][S:12]([CH2:15][CH2:16][CH3:17])(=[O:14])=[O:13])=[CH:9][CH:8]=[C:7]([F:18])[C:3]=1C(O)=O.C([N:21](CC)CC)C.O, predict the reaction product. The product is: [NH2:21][C:3]1[C:2]([F:1])=[C:10]([NH:11][S:12]([CH2:15][CH2:16][CH3:17])(=[O:14])=[O:13])[CH:9]=[CH:8][C:7]=1[F:18]. (7) Given the reactants [CH:1]1([CH2:4][CH:5]([C:8]2[CH:9]=[N:10][C:11]([C:14]([F:17])([F:16])[F:15])=[N:12][CH:13]=2)[C:6]#[N:7])[CH2:3][CH2:2]1.CI.[CH3:20]C([O-])(C)C.[K+], predict the reaction product. The product is: [CH:1]1([CH2:4][C:5]([CH3:20])([C:8]2[CH:9]=[N:10][C:11]([C:14]([F:16])([F:17])[F:15])=[N:12][CH:13]=2)[C:6]#[N:7])[CH2:3][CH2:2]1. (8) Given the reactants [CH3:1][C:2]1[N:7]=[C:6]([NH:8][C:9](=[O:14])[C:10]([CH3:13])([CH3:12])[CH3:11])[CH:5]=[CH:4][CH:3]=1.NC1C=CC=C(C)N=1.NC1C=CC([F:30])=C(C)N=1, predict the reaction product. The product is: [F:30][C:3]1[CH:4]=[CH:5][C:6]([NH:8][C:9](=[O:14])[C:10]([CH3:11])([CH3:13])[CH3:12])=[N:7][C:2]=1[CH3:1]. (9) Given the reactants C1N(CCO)CCN(CCS(O)(=O)=O)C1.P(O[C@H:25]([C@H:28]([C@H:30]([C@@H:32]([CH2:34][OH:35])[OH:33])[OH:31])[OH:29])[CH:26]=[O:27])(OP(O)(O)=O)(O)=O.[C@@H:36]1([N:45]2C=CC(=O)NC2=O)[O:44][C@H](CO)[C@@H](O)[C@H:37]1O, predict the reaction product. The product is: [OH:27][CH:26]1[O:33][C@H:32]([CH2:34][OH:35])[C@@H:30]([OH:31])[C@H:28]([OH:29])[C@H:25]1[NH:45][C:36]([CH3:37])=[O:44]. (10) Given the reactants C(OC(=O)[NH:7][CH2:8][C:9]1[CH:14]=[CH:13][CH:12]=[C:11]([CH:15]2[CH2:20][CH2:19][N:18]([C:21](=[O:47])[CH2:22][C@@H:23]3[N:29]=[C:28]([C:30]4[CH:35]=[CH:34][C:33]([Cl:36])=[CH:32][CH:31]=4)[C:27]4[CH:37]=[C:38]([O:41][CH3:42])[CH:39]=[CH:40][C:26]=4[N:25]4[C:43]([CH3:46])=[N:44][N:45]=[C:24]34)[CH2:17][CH2:16]2)[CH:10]=1)(C)(C)C.C(O)(C(F)(F)F)=O, predict the reaction product. The product is: [NH2:7][CH2:8][C:9]1[CH:10]=[C:11]([CH:15]2[CH2:16][CH2:17][N:18]([C:21](=[O:47])[CH2:22][C@@H:23]3[N:29]=[C:28]([C:30]4[CH:35]=[CH:34][C:33]([Cl:36])=[CH:32][CH:31]=4)[C:27]4[CH:37]=[C:38]([O:41][CH3:42])[CH:39]=[CH:40][C:26]=4[N:25]4[C:43]([CH3:46])=[N:44][N:45]=[C:24]34)[CH2:19][CH2:20]2)[CH:12]=[CH:13][CH:14]=1.